Dataset: Catalyst prediction with 721,799 reactions and 888 catalyst types from USPTO. Task: Predict which catalyst facilitates the given reaction. (1) Reactant: [CH2:1]([C:5]1=[CH:6][N:7]([C:25]([CH3:28])([CH3:27])[CH3:26])[S:8]/[C:9]/1=[N:10]\[C:11]([C:13]1([CH3:24])[CH2:17][CH2:16][CH:15]([C:18]([O:20]C)=[O:19])[C:14]1([CH3:23])[CH3:22])=[O:12])[CH2:2][CH2:3][CH3:4].[OH-].[K+].C(O)C.Cl. Product: [CH2:1]([C:5]1=[CH:6][N:7]([C:25]([CH3:26])([CH3:28])[CH3:27])[S:8]/[C:9]/1=[N:10]\[C:11]([C:13]1([CH3:24])[CH2:17][CH2:16][CH:15]([C:18]([OH:20])=[O:19])[C:14]1([CH3:23])[CH3:22])=[O:12])[CH2:2][CH2:3][CH3:4]. The catalyst class is: 6. (2) Reactant: [N:1]1([C:15]([O:17][C:18]([CH3:21])([CH3:20])[CH3:19])=[O:16])[CH2:6][CH2:5][C:4]([C:11]([O:13]C)=[O:12])([C:7]([O:9][CH3:10])=[O:8])[CH2:3][CH2:2]1.[Li+].[OH-].Cl. Product: [C:18]([O:17][C:15]([N:1]1[CH2:2][CH2:3][C:4]([C:7]([O:9][CH3:10])=[O:8])([C:11]([OH:13])=[O:12])[CH2:5][CH2:6]1)=[O:16])([CH3:21])([CH3:20])[CH3:19]. The catalyst class is: 36. (3) Reactant: BrC1C=C2C(C(C3C(OC(F)F)=CC=C(F)C=3Cl)O)=CNC2=NC=1.[Br:25][C:26]1[CH:27]=[C:28]2[C:34]([CH:35]([C:38]3[C:43]([O:44][CH:45]([F:47])[F:46])=[CH:42][CH:41]=[C:40]([F:48])[C:39]=3[Cl:49])[O:36][CH3:37])=[CH:33][NH:32][C:29]2=[N:30][CH:31]=1.Cl.C(OCC)C. Product: [Br:25][C:26]1[CH:27]=[C:28]2[C:34]([CH:35]([C:38]3[C:43]([O:44][CH:45]([F:47])[F:46])=[CH:42][CH:41]=[C:40]([F:48])[C:39]=3[Cl:49])[O:36][CH3:37])=[CH:33][NH:32][C:29]2=[N:30][CH:31]=1. The catalyst class is: 5. (4) Reactant: ClC([O:4][C:5]1C=CC=CC=1)=O.[CH3:11][C:12]1([CH3:34])[CH2:21][C:20]2[C:15](=[C:16]3[CH2:25][C:24]([CH3:27])([CH3:26])[O:23][C:17]3=[C:18]([NH2:22])[CH:19]=2)[C:14]([C:28]2[CH:33]=[CH:32][CH:31]=[CH:30][CH:29]=2)=[N:13]1.[CH2:35]([N:37](CC)CC)C.Cl.CN. Product: [CH3:35][NH:37][C:5]([NH:22][C:18]1[CH:19]=[C:20]2[C:15](=[C:16]3[CH2:25][C:24]([CH3:26])([CH3:27])[O:23][C:17]=13)[C:14]([C:28]1[CH:29]=[CH:30][CH:31]=[CH:32][CH:33]=1)=[N:13][C:12]([CH3:34])([CH3:11])[CH2:21]2)=[O:4]. The catalyst class is: 9. (5) Reactant: Cl.[CH3:2][O:3][NH2:4].C(N(CC)CC)C.[Cl:12][C:13]1[CH:18]=[C:17]([Cl:19])[CH:16]=[C:15]([Cl:20])[C:14]=1[CH2:21][C:22](=O)[CH3:23]. Product: [CH3:2][O:3][N:4]=[C:22]([CH3:23])[CH2:21][C:14]1[C:15]([Cl:20])=[CH:16][C:17]([Cl:19])=[CH:18][C:13]=1[Cl:12]. The catalyst class is: 5. (6) Reactant: CN(C(ON1N=NC2C=CC=NC1=2)=[N+](C)C)C.F[P-](F)(F)(F)(F)F.[C:25]([C:29]1[S:30][CH:31]=[C:32]([C:34]([OH:36])=O)[N:33]=1)([CH3:28])([CH3:27])[CH3:26].[Si:37]([O:44][CH2:45][CH2:46][C:47]1[CH:48]=[C:49]([CH2:52][N:53]2[CH2:63][CH2:62][C:56]3([O:61][CH2:60][CH2:59][NH:58][CH2:57]3)[CH2:55][CH2:54]2)[S:50][CH:51]=1)([C:40]([CH3:43])([CH3:42])[CH3:41])([CH3:39])[CH3:38].C(N(CC)CC)C. Product: [CH3:52][CH2:49][CH2:48][CH:47]([CH3:51])[CH3:46].[Si:37]([O:44][CH2:45][CH2:46][C:47]1[CH:48]=[C:49]([CH2:52][N:53]2[CH2:63][CH2:62][C:56]3([O:61][CH2:60][CH2:59][N:58]([C:34]([C:32]4[N:33]=[C:29]([C:25]([CH3:26])([CH3:27])[CH3:28])[S:30][CH:31]=4)=[O:36])[CH2:57]3)[CH2:55][CH2:54]2)[S:50][CH:51]=1)([C:40]([CH3:41])([CH3:42])[CH3:43])([CH3:39])[CH3:38]. The catalyst class is: 3. (7) Reactant: [C:1]([O:5][C:6](=[O:22])[N:7]([CH:19]1[CH2:21][CH2:20]1)[CH2:8][CH2:9][C:10]1[CH:15]=[CH:14][C:13]([N+:16]([O-])=O)=[CH:12][CH:11]=1)([CH3:4])([CH3:3])[CH3:2]. Product: [C:1]([O:5][C:6](=[O:22])[N:7]([CH2:8][CH2:9][C:10]1[CH:15]=[CH:14][C:13]([NH2:16])=[CH:12][CH:11]=1)[CH:19]1[CH2:20][CH2:21]1)([CH3:4])([CH3:2])[CH3:3]. The catalyst class is: 19. (8) Reactant: [C:1]([C:4]1[CH:8]=[C:7]([C:9]([O:11][CH2:12][CH3:13])=[O:10])[N:6]([C:14]2[C:19]([Cl:20])=[CH:18][CH:17]=[CH:16][N:15]=2)[N:5]=1)(=[O:3])[CH3:2].O1CCOCC1.C(OC)(C)(C)C.[Br:33]Br. Product: [Br:33][CH2:2][C:1]([C:4]1[CH:8]=[C:7]([C:9]([O:11][CH2:12][CH3:13])=[O:10])[N:6]([C:14]2[C:19]([Cl:20])=[CH:18][CH:17]=[CH:16][N:15]=2)[N:5]=1)=[O:3]. The catalyst class is: 6. (9) Reactant: C[O:2][C:3]1[N:8]=[CH:7][C:6]([C:9](=[O:11])[CH3:10])=[CH:5][CH:4]=1. Product: [OH:2][C:3]1[N:8]=[CH:7][C:6]([C:9](=[O:11])[CH3:10])=[CH:5][CH:4]=1. The catalyst class is: 570.